From a dataset of Catalyst prediction with 721,799 reactions and 888 catalyst types from USPTO. Predict which catalyst facilitates the given reaction. Reactant: [C:1]([O:5][C:6]([N:8]1[CH2:13][CH:12]=[C:11]([C:14](OC)=[O:15])[CH2:10][CH2:9]1)=[O:7])([CH3:4])([CH3:3])[CH3:2].[BH4-].[Li+].CO.[Cl-].[NH4+]. Product: [C:1]([O:5][C:6]([N:8]1[CH2:9][CH:10]=[C:11]([CH2:14][OH:15])[CH2:12][CH2:13]1)=[O:7])([CH3:4])([CH3:3])[CH3:2]. The catalyst class is: 7.